The task is: Binary Classification. Given a miRNA mature sequence and a target amino acid sequence, predict their likelihood of interaction.. This data is from Experimentally validated miRNA-target interactions with 360,000+ pairs, plus equal number of negative samples. (1) The miRNA is hsa-miR-214-3p with sequence ACAGCAGGCACAGACAGGCAGU. The protein sequence of the target gene is MDDQSRMLQTLAGVNLAGHSVQGGMALPPPPHGHEGADGDGRKQDIGDILHQIMTITDQSLDEAQAKKHALNCHRMKPALFSVLCEIKEKTGLSIRGAQEEDPPDPQLMRLDNMLLAEGVSGPEKGGGSAAAAAAAAASGGSSDNSIEHSDYRAKLTQIRQIYHTELEKYEQACNEFTTHVMNLLREQSRTRPISPKEIERMVGIIHRKFSSIQMQLKQSTCEAVMILRSRFLDARRKRRNFSKQATEILNEYFYSHLSNPYPSEEAKEELAKKCSITVSQVSNWFGNKRIRYKKNIGKF.... Result: 0 (no interaction). (2) Result: 0 (no interaction). The miRNA is hsa-miR-4662a-3p with sequence AAAGAUAGACAAUUGGCUAAAU. The protein sequence of the target gene is MGETEGKKDEADYKRLQTFPLVRHSDMPEEMRVETMELCVTACEKFSNNNESAAKMIKETMDKKFGSSWHVVIGEGFGFEITHEVKNLLYLYFGGTLAVCVWKCS. (3) The miRNA is hsa-miR-660-5p with sequence UACCCAUUGCAUAUCGGAGUUG. The protein sequence of the target gene is MCSEARLARRLRDALREEEPWAVEELLRCGADPNLVLEDGAAAVHLAAGARHPRGLRCLGALLRQGGDPNARSVEALTPLHVAAAWGCRRGLELLLSQGADPALRDQDGLRPLDLALQQGHLECARVLQDLDTRTRTRTRIGAETQEPEPAPGTPGLSGPTDETLDSIALQKQPCRGDNRDIGLEADPGPPSLPVPLETVDKHGSSASPPGHWDYSSDASFVTAVEVSGAEDPASDTPPWAGSLPPTRQGLLHVVHANQRVPRSQGTEAELNARLQALTLTPPNAAGFQSSPSSMPLLDR.... Result: 0 (no interaction). (4) The miRNA is mmu-miR-541-5p with sequence AAGGGAUUCUGAUGUUGGUCACACU. The protein sequence of the target gene is MVRSGKNGDLHLKQIAYYKRTGEYHSTTLPSERSGIRRAAKKFVFKEKKLFYVGKDRKQNRLVIVSEEEKKKVLRECHENDSGAHHGISRTLTLVESNYYWTSVTNDVKQWVYACQHCQVAKNTVIVAPKQHLLKVENPWSLVTVDLMGPFHTSNRSHVYAIIMTDLFTKWIVILPLCDVSASEVSKAIINIFFLYGPPQKIIMDQRDEFIQQINIELYRLFGIKQIVISHTSGTVNPTESTPNTIKAFLSKHCADHPNNWDDHLSAVSFAFNVTHLEPTKNTPYFQMFSRNPYMPETSD.... Result: 0 (no interaction). (5) The miRNA is mmu-miR-344f-5p with sequence AGUCAGUCUCCUGGCUGGAGUC. The protein sequence of the target gene is MAQVLHVPAPFPGTPGQASPAAFPSKEPDPPYSVETPYGYRLDLDFLKYVDDIEKGHTLRRVAVQRRPRLGSLPRGPGSWWTSTESLCSDASGDSRHSAYSYCGRGFYPQYGALETRIGSNPRVERTLLDARRRLEDQAAAPSSGGLGSLTPSAAGSTSSLAGVGLLPPTPRSSGLSTPVAPSAGHLAHVREQMAGALRKLRQLEEQVKLIPVLQVKLSVLQEEKRQLTVQLKSQKFLGHPSGTRSRSELCLDLPEAPDDPAALETRSVGTWVRERDLGIPDGEAALVAKVAVLETQLKK.... Result: 0 (no interaction). (6) The miRNA is hsa-miR-497-3p with sequence CAAACCACACUGUGGUGUUAGA. The protein sequence of the target gene is MSAHSLRILLLQACWALLHPRAPTAAALPLWTRGQPSSPSPLAYMLSLYRDPLPRADIIRSLQAQDVDVTGQNWTFTFDFSFLSQEEDLVWAELRLQLPGPMDIPTEGPLTIDIFHQAKGDPERDPADCLERIWMETFTVIPSQVTFASGSTVLEVTKPLSKWLKDPRALEKQVSSRAEKCWHQPYTPPVPVASTNVLMLYSNRPQEQRQLGGATLLWEAESSWRAQEGQLSVERGGWGRRQRRHHLPDRSQLCRRVKFQVDFNLIGWGSWIIYPKQYNAYRCEGECPNPVGEEFHPTNH.... Result: 0 (no interaction). (7) The miRNA is rno-miR-30e-5p with sequence UGUAAACAUCCUUGACUGGAAG. The protein sequence of the target gene is MEPAGPAPGRLGPLLLCLLLSASCFCTGATGKELKVTQPEKSVSVAAGDSTVLNCTLTSLLPVGPIRWYRGVGPSRLLIYSFAGEYVPRIRNVSDTTKRNNMDFSIRISNVTPADAGIYYCVKFQKGSSEPDTEIQSGGGTEVYVLAKPSPPEVSGPADRGIPDQKVNFTCKSHGFSPRNITLKWFKDGQELHPLETTVNPSGKNVSYNISSTVRVVLNSMDVNSKVICEVAHITLDRSPLRGIANLSNFIRVSPTVKVTQQSPTSMNQVNLTCRAERFYPEDLQLIWLENGNVSRNDTP.... Result: 0 (no interaction).